From a dataset of CYP2C9 inhibition data for predicting drug metabolism from PubChem BioAssay. Regression/Classification. Given a drug SMILES string, predict its absorption, distribution, metabolism, or excretion properties. Task type varies by dataset: regression for continuous measurements (e.g., permeability, clearance, half-life) or binary classification for categorical outcomes (e.g., BBB penetration, CYP inhibition). Dataset: cyp2c9_veith. (1) The compound is CCc1ccc(C(=O)N2CCC(c3nc4ccccc4s3)CC2)cc1. The result is 1 (inhibitor). (2) The drug is CO[C@@H]1COC(=O)C/C=C\[C@@H](C)COC(=O)[C@H](Cc2ccccc2)NC(=O)C/C=C\[C@H]1C. The result is 0 (non-inhibitor). (3) The molecule is O=C(Cc1ccc(Br)cc1)Nc1ccccc1Sc1ccccc1. The result is 1 (inhibitor). (4) The molecule is O=c1c2ccccc2c2ccccc2c(=O)n1-c1cc2c3ccccc3ccc2c2ccccc12. The result is 1 (inhibitor).